This data is from Forward reaction prediction with 1.9M reactions from USPTO patents (1976-2016). The task is: Predict the product of the given reaction. (1) Given the reactants O.[OH-].[Li+].[O:4]1[C:8]2([CH2:13][CH2:12][CH:11]([O:14][C:15]3[CH:20]=[C:19]([F:21])[CH:18]=[CH:17][C:16]=3[NH:22][C:23]3[C:24]4[C:31]([CH3:32])=[C:30]([C:33]([O:35]C)=[O:34])[S:29][C:25]=4[N:26]=[CH:27][N:28]=3)[CH2:10][CH2:9]2)[O:7][CH2:6][CH2:5]1, predict the reaction product. The product is: [O:4]1[C:8]2([CH2:13][CH2:12][CH:11]([O:14][C:15]3[CH:20]=[C:19]([F:21])[CH:18]=[CH:17][C:16]=3[NH:22][C:23]3[C:24]4[C:31]([CH3:32])=[C:30]([C:33]([OH:35])=[O:34])[S:29][C:25]=4[N:26]=[CH:27][N:28]=3)[CH2:10][CH2:9]2)[O:7][CH2:6][CH2:5]1. (2) Given the reactants [H-].C([Al+]CC(C)C)C(C)C.[C:11]([O:15][C:16]([NH:18][CH:19]1[CH2:24][CH2:23][N:22]([C:25]([CH3:32])([CH3:31])[C:26](OCC)=[O:27])[CH2:21][CH2:20]1)=[O:17])([CH3:14])([CH3:13])[CH3:12], predict the reaction product. The product is: [OH:27][CH2:26][C:25]([N:22]1[CH2:23][CH2:24][CH:19]([NH:18][C:16](=[O:17])[O:15][C:11]([CH3:14])([CH3:13])[CH3:12])[CH2:20][CH2:21]1)([CH3:32])[CH3:31]. (3) Given the reactants B1([O-])OO1.[OH2:5].O.O.O.[Na+].[N:10]1([C:19]2[CH:50]=[CH:49][C:22]([C:23]3[CH:28]=[CH:27][C:26]([CH2:29][S:30][CH2:31][C@H:32]([NH:36][C:37](=[O:48])[CH2:38][C:39]4[CH:44]=[CH:43][CH:42]=[C:41]([N+:45]([O-:47])=[O:46])[CH:40]=4)[C:33]([OH:35])=[O:34])=[CH:25][CH:24]=3)=[CH:21][CH:20]=2)[C:18]2[C:13](=[CH:14][CH:15]=[CH:16][CH:17]=2)[CH:12]=[CH:11]1, predict the reaction product. The product is: [N:10]1([C:19]2[CH:20]=[CH:21][C:22]([C:23]3[CH:28]=[CH:27][C:26]([CH2:29][S:30]([CH2:31][C@H:32]([NH:36][C:37](=[O:48])[CH2:38][C:39]4[CH:44]=[CH:43][CH:42]=[C:41]([N+:45]([O-:47])=[O:46])[CH:40]=4)[C:33]([OH:35])=[O:34])=[O:5])=[CH:25][CH:24]=3)=[CH:49][CH:50]=2)[C:18]2[C:13](=[CH:14][CH:15]=[CH:16][CH:17]=2)[CH:12]=[CH:11]1. (4) The product is: [C:1]([C:5]1[O:9][C:8]([CH:10]=[O:11])=[CH:7][C:6]=1[CH2:13][O:14][CH2:15][O:16][CH3:17])([CH3:4])([CH3:2])[CH3:3]. Given the reactants [C:1]([C:5]1[O:9][C:8]([C:10](O)=[O:11])=[CH:7][C:6]=1[CH2:13][O:14][CH2:15][O:16][CH3:17])([CH3:4])([CH3:3])[CH3:2].[H-].[Al+3].[Li+].[H-].[H-].[H-].C(OCC)(=O)C.[NH4+].[Cl-], predict the reaction product. (5) Given the reactants [CH2:1]([N:8]1[C@@H:13]2[CH:14]([C:16]([O:18][C:19]([CH3:22])([CH3:21])[CH3:20])=[O:17])[CH2:15][C@@:9]1([C:28]1[CH:33]=[CH:32][CH:31]=[CH:30][CH:29]=1)[C@:10]([C:24]#[C:25][CH2:26][OH:27])([OH:23])[CH2:11][CH2:12]2)[C:2]1[CH:7]=[CH:6][CH:5]=[CH:4][CH:3]=1, predict the reaction product. The product is: [CH2:1]([N:8]1[C@@H:13]2[CH:14]([C:16]([O:18][C:19]([CH3:22])([CH3:21])[CH3:20])=[O:17])[CH2:15][C@@:9]1([C:28]1[CH:29]=[CH:30][CH:31]=[CH:32][CH:33]=1)[C@:10](/[CH:24]=[CH:25]\[CH2:26][OH:27])([OH:23])[CH2:11][CH2:12]2)[C:2]1[CH:7]=[CH:6][CH:5]=[CH:4][CH:3]=1. (6) Given the reactants C([O:3][C:4]([C:6]1[CH:11]=[CH:10][C:9]([S:12][C:13]2[CH:21]=[C:20]([Cl:22])[CH:19]=[CH:18][C:14]=2[C:15]([OH:17])=[O:16])=[C:8]([N+:23]([O-:25])=[O:24])[CH:7]=1)=[O:5])C.Cl, predict the reaction product. The product is: [Cl:22][C:20]1[CH:21]=[C:13]([S:12][C:9]2[CH:10]=[CH:11][C:6]([C:4]([OH:5])=[O:3])=[CH:7][C:8]=2[N+:23]([O-:25])=[O:24])[C:14]([C:15]([OH:17])=[O:16])=[CH:18][CH:19]=1. (7) The product is: [O:20]1[CH2:21][CH2:22][N:17]([C:14]2[C:15]3[S:16][C:8]([C:6]4[CH:5]=[CH:4][N:3]=[C:2]([NH:38][CH2:37][CH2:36][N:33]5[CH2:34][CH2:35][O:30][CH2:31][CH2:32]5)[CH:7]=4)=[CH:9][C:10]=3[N:11]=[C:12]([C:23]3[CH:24]=[N:25][C:26]([NH2:29])=[N:27][CH:28]=3)[N:13]=2)[CH2:18][CH2:19]1. Given the reactants F[C:2]1[CH:7]=[C:6]([C:8]2[S:16][C:15]3[C:14]([N:17]4[CH2:22][CH2:21][O:20][CH2:19][CH2:18]4)=[N:13][C:12]([C:23]4[CH:24]=[N:25][C:26]([NH2:29])=[N:27][CH:28]=4)=[N:11][C:10]=3[CH:9]=2)[CH:5]=[CH:4][N:3]=1.[O:30]1[CH2:35][CH2:34][N:33]([CH2:36][CH2:37][NH2:38])[CH2:32][CH2:31]1, predict the reaction product. (8) Given the reactants Br[C:2]1[CH:11]=[C:10]2[C:5]([CH:6]=[CH:7][CH:8]=[N:9]2)=[CH:4][CH:3]=1.CNCCNC.[CH3:18][S:19]([O-:21])=[O:20].[Na+], predict the reaction product. The product is: [CH3:18][S:19]([C:2]1[CH:11]=[C:10]2[C:5]([CH:6]=[CH:7][CH:8]=[N:9]2)=[CH:4][CH:3]=1)(=[O:21])=[O:20].